From a dataset of NCI-60 drug combinations with 297,098 pairs across 59 cell lines. Regression. Given two drug SMILES strings and cell line genomic features, predict the synergy score measuring deviation from expected non-interaction effect. (1) Drug 1: CS(=O)(=O)C1=CC(=C(C=C1)C(=O)NC2=CC(=C(C=C2)Cl)C3=CC=CC=N3)Cl. Drug 2: C(CN)CNCCSP(=O)(O)O. Cell line: HL-60(TB). Synergy scores: CSS=-5.25, Synergy_ZIP=-0.229, Synergy_Bliss=-4.23, Synergy_Loewe=-10.1, Synergy_HSA=-9.42. (2) Drug 1: CCCS(=O)(=O)NC1=C(C(=C(C=C1)F)C(=O)C2=CNC3=C2C=C(C=N3)C4=CC=C(C=C4)Cl)F. Drug 2: CC1=C(C(=CC=C1)Cl)NC(=O)C2=CN=C(S2)NC3=CC(=NC(=N3)C)N4CCN(CC4)CCO. Cell line: NCI-H226. Synergy scores: CSS=13.8, Synergy_ZIP=6.69, Synergy_Bliss=9.29, Synergy_Loewe=5.49, Synergy_HSA=7.64. (3) Drug 1: CC(CN1CC(=O)NC(=O)C1)N2CC(=O)NC(=O)C2. Drug 2: CC1=C(C(CCC1)(C)C)C=CC(=CC=CC(=CC(=O)O)C)C. Cell line: NCI/ADR-RES. Synergy scores: CSS=3.92, Synergy_ZIP=-0.233, Synergy_Bliss=3.37, Synergy_Loewe=0.774, Synergy_HSA=1.09. (4) Drug 1: C1=CC(=CC=C1CC(C(=O)O)N)N(CCCl)CCCl.Cl. Drug 2: C1=CC(=CC=C1CCCC(=O)O)N(CCCl)CCCl. Cell line: SR. Synergy scores: CSS=84.0, Synergy_ZIP=3.62, Synergy_Bliss=3.08, Synergy_Loewe=0.874, Synergy_HSA=5.13. (5) Drug 1: CS(=O)(=O)CCNCC1=CC=C(O1)C2=CC3=C(C=C2)N=CN=C3NC4=CC(=C(C=C4)OCC5=CC(=CC=C5)F)Cl. Drug 2: CC1C(C(CC(O1)OC2CC(CC3=C2C(=C4C(=C3O)C(=O)C5=CC=CC=C5C4=O)O)(C(=O)C)O)N)O. Cell line: MDA-MB-435. Synergy scores: CSS=65.5, Synergy_ZIP=2.57, Synergy_Bliss=6.95, Synergy_Loewe=-32.5, Synergy_HSA=6.70. (6) Synergy scores: CSS=5.72, Synergy_ZIP=4.25, Synergy_Bliss=7.54, Synergy_Loewe=6.79, Synergy_HSA=6.90. Cell line: 786-0. Drug 2: C1CCN(CC1)CCOC2=CC=C(C=C2)C(=O)C3=C(SC4=C3C=CC(=C4)O)C5=CC=C(C=C5)O. Drug 1: CNC(=O)C1=CC=CC=C1SC2=CC3=C(C=C2)C(=NN3)C=CC4=CC=CC=N4. (7) Drug 1: CC1OCC2C(O1)C(C(C(O2)OC3C4COC(=O)C4C(C5=CC6=C(C=C35)OCO6)C7=CC(=C(C(=C7)OC)O)OC)O)O. Drug 2: CC1=CC=C(C=C1)C2=CC(=NN2C3=CC=C(C=C3)S(=O)(=O)N)C(F)(F)F. Cell line: HOP-92. Synergy scores: CSS=29.2, Synergy_ZIP=-10.3, Synergy_Bliss=-9.19, Synergy_Loewe=-9.43, Synergy_HSA=-6.70. (8) Drug 1: CC=C1C(=O)NC(C(=O)OC2CC(=O)NC(C(=O)NC(CSSCCC=C2)C(=O)N1)C(C)C)C(C)C. Drug 2: CC1=C(C(=CC=C1)Cl)NC(=O)C2=CN=C(S2)NC3=CC(=NC(=N3)C)N4CCN(CC4)CCO. Cell line: MALME-3M. Synergy scores: CSS=34.0, Synergy_ZIP=-2.52, Synergy_Bliss=-0.371, Synergy_Loewe=-42.7, Synergy_HSA=-1.07. (9) Drug 1: CC1=C(C(=CC=C1)Cl)NC(=O)C2=CN=C(S2)NC3=CC(=NC(=N3)C)N4CCN(CC4)CCO. Drug 2: C1CNP(=O)(OC1)N(CCCl)CCCl. Cell line: IGROV1. Synergy scores: CSS=-1.95, Synergy_ZIP=0.856, Synergy_Bliss=-0.965, Synergy_Loewe=-2.61, Synergy_HSA=-3.34. (10) Cell line: UACC-257. Drug 2: C1=CC(=CC=C1C#N)C(C2=CC=C(C=C2)C#N)N3C=NC=N3. Drug 1: CN(C)N=NC1=C(NC=N1)C(=O)N. Synergy scores: CSS=-6.58, Synergy_ZIP=3.29, Synergy_Bliss=-2.30, Synergy_Loewe=-6.87, Synergy_HSA=-8.13.